Dataset: Reaction yield outcomes from USPTO patents with 853,638 reactions. Task: Predict the reaction yield, written as a fraction of the theoretical maximum amount of product (1.0 means a 100% yield; for example, 0.34 means a 34% yield). (1) The reactants are [OH-].[Na+].[CH2:3]([N:10]1[CH2:15][CH2:14][CH:13]([CH3:16])[CH:12]([N:17]([CH3:37])[C:18]2[C:19]3[CH:26]=[CH:25][N:24](S(C4C=CC(C)=CC=4)(=O)=O)[C:20]=3[N:21]=[CH:22][N:23]=2)[CH2:11]1)[C:4]1[CH:9]=[CH:8][CH:7]=[CH:6][CH:5]=1. The catalyst is C(OCC)(=O)C. The product is [CH2:3]([N:10]1[CH2:15][CH2:14][CH:13]([CH3:16])[CH:12]([N:17]([CH3:37])[C:18]2[C:19]3[CH:26]=[CH:25][NH:24][C:20]=3[N:21]=[CH:22][N:23]=2)[CH2:11]1)[C:4]1[CH:5]=[CH:6][CH:7]=[CH:8][CH:9]=1. The yield is 0.880. (2) The product is [CH2:2]([C:4]1[N:8]([C:9]2[N:17]=[C:16]3[C:12]([N:13]=[C:14]([CH2:19][CH:20]4[CH2:21][CH2:22][N:23]([C:36](=[O:40])[C@@H:37]([OH:38])[CH3:39])[CH2:24][CH2:25]4)[N:15]3[CH3:18])=[C:11]([N:26]3[CH2:27][CH2:28][O:29][CH2:30][CH2:31]3)[N:10]=2)[C:7]2[CH:32]=[CH:33][CH:34]=[CH:35][C:6]=2[N:5]=1)[CH3:3]. The catalyst is C1COCC1. The yield is 0.920. The reactants are Cl.[CH2:2]([C:4]1[N:8]([C:9]2[N:17]=[C:16]3[C:12]([N:13]=[C:14]([CH2:19][CH:20]4[CH2:25][CH2:24][NH:23][CH2:22][CH2:21]4)[N:15]3[CH3:18])=[C:11]([N:26]3[CH2:31][CH2:30][O:29][CH2:28][CH2:27]3)[N:10]=2)[C:7]2[CH:32]=[CH:33][CH:34]=[CH:35][C:6]=2[N:5]=1)[CH3:3].[C:36]([O-])(=[O:40])[C@H:37]([CH3:39])[OH:38].[Na+].C1C=CC2N(O)N=NC=2C=1.CN1CCOCC1.CCN=C=NCCCN(C)C. (3) The reactants are [CH2:1]([O:8][C:9]([N:11]1[CH2:15][C@@H:14]([NH:16][C:17]([O:19][CH2:20][C:21]2[CH:26]=[CH:25][CH:24]=[CH:23][CH:22]=2)=[O:18])[CH2:13][C@H:12]1[CH2:27][N:28]=[N+]=[N-])=[O:10])[C:2]1[CH:7]=[CH:6][CH:5]=[CH:4][CH:3]=1.C1(P(C2C=CC=CC=2)C2C=CC=CC=2)C=CC=CC=1.O.[C:51]([O:55][C:56](O[C:56]([O:55][C:51]([CH3:54])([CH3:53])[CH3:52])=[O:57])=[O:57])([CH3:54])([CH3:53])[CH3:52]. The catalyst is O1CCCC1. The product is [CH2:1]([O:8][C:9]([N:11]1[CH2:15][C@@H:14]([NH:16][C:17]([O:19][CH2:20][C:21]2[CH:26]=[CH:25][CH:24]=[CH:23][CH:22]=2)=[O:18])[CH2:13][C@H:12]1[CH2:27][NH:28][C:56]([O:55][C:51]([CH3:54])([CH3:53])[CH3:52])=[O:57])=[O:10])[C:2]1[CH:7]=[CH:6][CH:5]=[CH:4][CH:3]=1. The yield is 0.440. (4) The reactants are Cl.[CH:2]1([CH2:5][C:6](=[NH:8])[NH2:7])[CH2:4][CH2:3]1.C[O-].[Na+].[C:12]([C:14]1[CH:19]=[CH:18][CH:17]=[CH:16][C:15]=1[C:20]1[CH:25]=[CH:24][C:23]([CH2:26][CH:27]([C:32](=O)[CH2:33][CH2:34][CH2:35][CH3:36])[C:28](OC)=[O:29])=[CH:22][CH:21]=1)#[N:13]. The catalyst is CO. The product is [CH2:33]([C:32]1[N:8]=[C:6]([CH2:5][CH:2]2[CH2:4][CH2:3]2)[NH:7][C:28](=[O:29])[C:27]=1[CH2:26][C:23]1[CH:22]=[CH:21][C:20]([C:15]2[C:14]([C:12]#[N:13])=[CH:19][CH:18]=[CH:17][CH:16]=2)=[CH:25][CH:24]=1)[CH2:34][CH2:35][CH3:36]. The yield is 0.760. (5) The product is [CH2:24]([O:26][C:27](=[O:35])[CH2:28][C:29]1[N:30]=[C:31]([NH:34][C:9](=[O:11])[CH:8]([C:5]2[CH:4]=[CH:3][C:2]([Cl:1])=[CH:7][CH:6]=2)[CH2:12][CH:13]2[CH2:17][CH2:16][CH2:15][CH2:14]2)[S:32][CH:33]=1)[CH3:25]. The reactants are [Cl:1][C:2]1[CH:7]=[CH:6][C:5]([CH:8]([CH2:12][CH:13]2[CH2:17][CH2:16][CH2:15][CH2:14]2)[C:9]([OH:11])=O)=[CH:4][CH:3]=1.C(Cl)(=O)C(Cl)=O.[CH2:24]([O:26][C:27](=[O:35])[CH2:28][C:29]1[N:30]=[C:31]([NH2:34])[S:32][CH:33]=1)[CH3:25].C(N(CC)C(C)C)(C)C. The yield is 0.435. The catalyst is C(Cl)Cl.CN(C)C=O. (6) The reactants are [Cl:1][C:2]1[CH:3]=[N:4][N:5]([CH3:17])[C:6]=1[C:7]1[CH:8]=[C:9]([C:14]([OH:16])=O)[S:10][C:11]=1[O:12][CH3:13].[NH2:18][C@@H:19]([CH2:32][C:33]1[CH:38]=[CH:37][CH:36]=[C:35]([C:39]([F:42])([F:41])[F:40])[CH:34]=1)[CH2:20][N:21]1[C:29](=[O:30])[C:28]2[C:23](=[CH:24][CH:25]=[CH:26][CH:27]=2)[C:22]1=[O:31].CC(OC(N[C@H](C(O)=O)CC1C=CC=CC=1C(F)(F)F)=O)(C)C.C1CN([P+](Br)(N2CCCC2)N2CCCC2)CC1.F[P-](F)(F)(F)(F)F.CCN(C(C)C)C(C)C. The product is [Cl:1][C:2]1[CH:3]=[N:4][N:5]([CH3:17])[C:6]=1[C:7]1[CH:8]=[C:9]([C:14]([NH:18][C@@H:19]([CH2:32][C:33]2[CH:38]=[CH:37][CH:36]=[C:35]([C:39]([F:42])([F:40])[F:41])[CH:34]=2)[CH2:20][N:21]2[C:22](=[O:31])[C:23]3[C:28](=[CH:27][CH:26]=[CH:25][CH:24]=3)[C:29]2=[O:30])=[O:16])[S:10][C:11]=1[O:12][CH3:13]. The yield is 0.560. The catalyst is C(Cl)(Cl)Cl. (7) The reactants are [NH2:1][C:2]1[C:3]2[N:4]([C:8]([C@@H:28]3[CH2:32][CH2:31][CH2:30][NH:29]3)=[N:9][C:10]=2[C:11]2[CH:27]=[CH:26][C:14]([C:15]([NH:17][C:18]3[CH:23]=[C:22]([CH2:24][CH3:25])[CH:21]=[CH:20][N:19]=3)=[O:16])=[CH:13][CH:12]=2)[CH:5]=[CH:6][N:7]=1.[CH3:33][O:34][CH2:35]/[CH:36]=[CH:37]/[C:38](O)=[O:39]. No catalyst specified. The product is [NH2:1][C:2]1[C:3]2[N:4]([C:8]([C@@H:28]3[CH2:32][CH2:31][CH2:30][N:29]3[C:38](=[O:39])/[CH:37]=[CH:36]/[CH2:35][O:34][CH3:33])=[N:9][C:10]=2[C:11]2[CH:27]=[CH:26][C:14]([C:15]([NH:17][C:18]3[CH:23]=[C:22]([CH2:24][CH3:25])[CH:21]=[CH:20][N:19]=3)=[O:16])=[CH:13][CH:12]=2)[CH:5]=[CH:6][N:7]=1. The yield is 0.288.